Dataset: Full USPTO retrosynthesis dataset with 1.9M reactions from patents (1976-2016). Task: Predict the reactants needed to synthesize the given product. (1) Given the product [C:1]([C:5]1[N:6]=[C:7]2[C:12]([C:13]([F:16])([F:15])[F:14])=[CH:11][CH:10]=[CH:9][N:8]2[C:17]=1[C:18]1[CH:23]=[CH:22][CH:21]=[C:20]([O:24][C:30]2[CH:31]=[CH:26][CH:27]=[C:28]([S:32]([CH2:35][CH3:36])(=[O:33])=[O:34])[CH:29]=2)[CH:19]=1)([CH3:4])([CH3:2])[CH3:3], predict the reactants needed to synthesize it. The reactants are: [C:1]([C:5]1[N:6]=[C:7]2[C:12]([C:13]([F:16])([F:15])[F:14])=[CH:11][CH:10]=[CH:9][N:8]2[C:17]=1[C:18]1[CH:19]=[C:20]([OH:24])[CH:21]=[CH:22][CH:23]=1)([CH3:4])([CH3:3])[CH3:2].Br[C:26]1[CH:31]=[CH:30][CH:29]=[C:28]([S:32]([CH2:35][CH3:36])(=[O:34])=[O:33])[CH:27]=1. (2) Given the product [C:1]([C:3]1[CH:4]=[C:5]([C:13]([N:15]([CH2:28][CH3:29])[CH2:16][C@H:17]([C:21]2[CH:26]=[CH:25][C:24]([F:27])=[CH:23][CH:22]=2)[CH2:18][CH:19]=[O:35])=[O:14])[C:6]2[CH2:7][CH2:8][CH2:9][CH2:10][C:11]=2[CH:12]=1)#[N:2], predict the reactants needed to synthesize it. The reactants are: [C:1]([C:3]1[CH:4]=[C:5]([C:13]([N:15]([CH2:28][CH3:29])[CH2:16][C@H:17]([C:21]2[CH:26]=[CH:25][C:24]([F:27])=[CH:23][CH:22]=2)[CH2:18][CH:19]=C)=[O:14])[C:6]2[CH2:7][CH2:8][CH2:9][CH2:10][C:11]=2[CH:12]=1)#[N:2].ClC1C=C(C=C(Cl)C=1)C(N(C[C@H](C1C=CC(F)=CC=1)CC=C)C)=[O:35]. (3) Given the product [CH3:34][O:35][C:36]([C:38]1[CH:47]=[C:46]([OH:48])[C:45]2[C:40](=[C:41]([OH:55])[CH:42]=[CH:43][C:44]=2[C:49]2[CH:50]=[CH:51][CH:52]=[CH:53][CH:54]=2)[N:39]=1)=[O:37], predict the reactants needed to synthesize it. The reactants are: COC(C1C=C(NS(C2C=CC(C)=CC=2)(=O)=O)C2C(=C(OCC3C=CC=CC=3)C=CC=2)N=1)=O.[CH3:34][O:35][C:36]([C:38]1[CH:47]=[C:46]([OH:48])[C:45]2[C:40](=[C:41]([O:55]CC3C=CC=CC=3)[CH:42]=[CH:43][C:44]=2[C:49]2[CH:54]=[CH:53][CH:52]=[CH:51][CH:50]=2)[N:39]=1)=[O:37]. (4) Given the product [NH2:20][C:11]1[C:10]2[N:9]=[C:8]([CH2:21][CH2:22][O:23][CH3:24])[N:7]([CH2:6][CH2:5][O:4][CH2:3][CH2:2][N:31]([C:25]3[CH:30]=[CH:29][CH:28]=[CH:27][CH:26]=3)[C:32]([NH2:36])=[O:33])[C:19]=2[C:18]2[CH:17]=[CH:16][CH:15]=[CH:14][C:13]=2[N:12]=1, predict the reactants needed to synthesize it. The reactants are: N[CH2:2][CH2:3][O:4][CH2:5][CH2:6][N:7]1[C:19]2[C:18]3[CH:17]=[CH:16][CH:15]=[CH:14][C:13]=3[N:12]=[C:11]([NH2:20])[C:10]=2[N:9]=[C:8]1[CH2:21][CH2:22][O:23][CH3:24].[C:25]1([N:31]=[C:32]=[O:33])[CH:30]=[CH:29][CH:28]=[CH:27][CH:26]=1.CC[N:36](CC)CC. (5) Given the product [Cl:1][C:2]1[CH:14]=[C:13]([O:15][CH2:16][CH:17]([F:19])[F:18])[CH:12]=[CH:11][C:3]=1[C:4]([Cl:37])=[O:5], predict the reactants needed to synthesize it. The reactants are: [Cl:1][C:2]1[CH:14]=[C:13]([O:15][CH2:16][CH:17]([F:19])[F:18])[CH:12]=[CH:11][C:3]=1[C:4](OC(C)(C)C)=[O:5].CN1CCCC1=O.O.C1(C)C=CC=CC=1.S(Cl)([Cl:37])=O. (6) Given the product [CH3:20][C:18]1[O:19][C:15]([C:6]2[C:7]([O:9][CH3:10])=[N:8][C:3]([O:2][CH3:1])=[N:4][CH:5]=2)=[C:16]([CH3:21])[N:17]=1, predict the reactants needed to synthesize it. The reactants are: [CH3:1][O:2][C:3]1[N:8]=[C:7]([O:9][CH3:10])[C:6](B(O)O)=[CH:5][N:4]=1.I[C:15]1[O:19][C:18]([CH3:20])=[N:17][C:16]=1[CH3:21].C([O-])([O-])=O.[Na+].[Na+].C1C=CC(P(C2C=CC=CC=2)C2C=CC=CC=2)=CC=1. (7) Given the product [OH:8][NH:9][C:10](=[O:28])[CH2:11][CH2:12][CH2:13][CH2:14][CH2:15][CH2:16][CH2:17][N:18]1[CH2:27][CH2:26][C:25]2[C:20](=[CH:21][CH:22]=[CH:23][CH:24]=2)[CH2:19]1, predict the reactants needed to synthesize it. The reactants are: C([O:8][NH:9][C:10](=[O:28])[CH2:11][CH2:12][CH2:13][CH2:14][CH2:15][CH2:16][CH2:17][N:18]1[CH2:27][CH2:26][C:25]2[C:20](=[CH:21][CH:22]=[CH:23][CH:24]=2)[CH2:19]1)C1C=CC=CC=1. (8) Given the product [CH3:1][O:2][C:3](=[O:22])[CH:4]([C:12]1[CH:13]=[CH:14][C:15]([S:18]([CH3:21])(=[O:19])=[O:20])=[CH:16][CH:17]=1)[CH2:5][CH:6]1[CH2:7][CH2:8][CH2:9][CH2:10][CH2:11]1, predict the reactants needed to synthesize it. The reactants are: [CH3:1][O:2][C:3](=[O:22])/[C:4](/[C:12]1[CH:17]=[CH:16][C:15]([S:18]([CH3:21])(=[O:20])=[O:19])=[CH:14][CH:13]=1)=[CH:5]/[CH:6]1[CH2:11][CH2:10][CH2:9][CH2:8][CH2:7]1.[BH4-].[Na+].